This data is from Forward reaction prediction with 1.9M reactions from USPTO patents (1976-2016). The task is: Predict the product of the given reaction. (1) Given the reactants [CH3:1][O:2][C:3]1[N:8]=[C:7]([O:9][CH3:10])[C:6]([B:11]([OH:13])[OH:12])=[CH:5][N:4]=1.O[C:15]([C:18](O)([CH3:20])[CH3:19])([CH3:17])[CH3:16], predict the reaction product. The product is: [CH3:1][O:2][C:3]1[N:8]=[C:7]([O:9][CH3:10])[C:6]([B:11]2[O:12][C:18]([CH3:20])([CH3:19])[C:15]([CH3:17])([CH3:16])[O:13]2)=[CH:5][N:4]=1. (2) The product is: [CH3:9][N:6]1[C:7]([CH3:8])=[C:2]([F:1])[C:3]([OH:14])=[C:4]([C:11]([NH:27][C:28]2[CH:33]=[N:32][C:31]([C:34]#[N:35])=[CH:30][CH:29]=2)=[O:13])[C:5]1=[O:10]. Given the reactants [F:1][C:2]1[C:3]([OH:14])=[C:4]([C:11]([OH:13])=O)[C:5](=[O:10])[N:6]([CH3:9])[C:7]=1[CH3:8].C(N1C=CN=C1)(N1C=CN=C1)=O.[NH2:27][C:28]1[CH:29]=[CH:30][C:31]([C:34]#[N:35])=[N:32][CH:33]=1, predict the reaction product. (3) Given the reactants [CH3:1][O:2][C:3]1[CH:4]=[C:5]([CH2:20][C:21]([O:23]C2C(F)=C(F)C(F)=C(F)C=2F)=O)[CH:6]=[CH:7][C:8]=1[NH:9][C:10]([NH:12][C:13]1[CH:18]=[CH:17][CH:16]=[CH:15][C:14]=1[CH3:19])=[O:11].[NH2:35][C@@H:36]([CH3:49])[CH2:37][O:38][C:39]1[CH:48]=[CH:47][C:42]([C:43]([O:45][CH3:46])=[O:44])=[CH:41][CH:40]=1.CCN(CC)CC, predict the reaction product. The product is: [CH3:1][O:2][C:3]1[CH:4]=[C:5]([CH2:20][C:21]([NH:35][C@@H:36]([CH3:49])[CH2:37][O:38][C:39]2[CH:48]=[CH:47][C:42]([C:43]([O:45][CH3:46])=[O:44])=[CH:41][CH:40]=2)=[O:23])[CH:6]=[CH:7][C:8]=1[NH:9][C:10]([NH:12][C:13]1[CH:18]=[CH:17][CH:16]=[CH:15][C:14]=1[CH3:19])=[O:11]. (4) Given the reactants Cl.[O:2]=[C:3]1[NH:12][C:11]2[N:10]=[CH:9][C:8](/[CH:13]=[CH:14]/[C:15]([OH:17])=O)=[CH:7][C:6]=2[CH2:5][CH2:4]1.[CH:18]1[CH:19]=CC2N(O)N=[N:24][C:22]=2[CH:23]=1.CCN(C(C)C)C(C)C.N1CCCC1.CCN=C=NCCCN(C)C, predict the reaction product. The product is: [O:17]=[C:15]([N:24]1[CH2:19][CH2:18][CH2:23][CH2:22]1)/[CH:14]=[CH:13]/[C:8]1[CH:7]=[C:6]2[C:11](=[N:10][CH:9]=1)[NH:12][C:3](=[O:2])[CH2:4][CH2:5]2. (5) Given the reactants [Br:1][C:2]1[CH:3]=[C:4]([CH:8]=[CH:9][C:10]=1[C:11]([N:13]1[CH2:17][CH:16]=[CH:15][CH2:14]1)=[O:12])[C:5]([OH:7])=O.CN(C(ON1N=NC2C=CC=CC1=2)=[N+](C)C)C.[B-](F)(F)(F)F.CN1CCOCC1.[Cl:47][C:48]1[CH:61]=[CH:60][C:51]2[NH:52][C:53]([C@@H:55]([NH2:59])[CH2:56][O:57][CH3:58])=[N:54][C:50]=2[CH:49]=1.BrBr.ClCl, predict the reaction product. The product is: [Br:1][C:2]1[CH:3]=[C:4]([CH:8]=[CH:9][C:10]=1[C:11]([N:13]1[CH2:17][CH:16]=[CH:15][CH2:14]1)=[O:12])[C:5]([NH:59][C@H:55]([C:53]1[NH:52][C:51]2[CH:60]=[CH:61][C:48]([Cl:47])=[CH:49][C:50]=2[N:54]=1)[CH2:56][O:57][CH3:58])=[O:7]. (6) Given the reactants [Cl:1][C:2]1[C:3]([Cl:11])=[N:4][CH:5]=[C:6]([CH:10]=1)[C:7]([OH:9])=[O:8].Cl[Si](C)(C)C.[CH2:17](O)[CH3:18], predict the reaction product. The product is: [CH2:17]([O:8][C:7](=[O:9])[C:6]1[CH:10]=[C:2]([Cl:1])[C:3]([Cl:11])=[N:4][CH:5]=1)[CH3:18].